This data is from Forward reaction prediction with 1.9M reactions from USPTO patents (1976-2016). The task is: Predict the product of the given reaction. (1) Given the reactants [OH-:1].[CH2:2]([N+:9]([CH3:12])([CH3:11])[CH3:10])[C:3]1[CH:8]=[CH:7][CH:6]=[CH:5][CH:4]=1.[C:13](=[O:15])=[O:14], predict the reaction product. The product is: [C:13](=[O:1])([OH:15])[O-:14].[CH2:2]([N+:9]([CH3:12])([CH3:11])[CH3:10])[C:3]1[CH:8]=[CH:7][CH:6]=[CH:5][CH:4]=1. (2) Given the reactants [F:1][C:2]1[CH:3]=[C:4]2[O:8][C:7]([C:9]3[N:10]=[C:11]4[N:15]([CH:16]=3)[N:14]=[C:13]([O:17][CH3:18])[S:12]4)=[CH:6][C:5]2=[C:19]([OH:21])[CH:20]=1.O[CH2:23][C:24]1[N:25]=[C:26]([C:29]2[CH:39]=[CH:38][C:32]([C:33]([N:35]([CH3:37])[CH3:36])=[O:34])=[CH:31][CH:30]=2)[S:27][CH:28]=1, predict the reaction product. The product is: [F:1][C:2]1[CH:20]=[C:19]([O:21][CH2:23][C:24]2[N:25]=[C:26]([C:29]3[CH:39]=[CH:38][C:32]([C:33]([N:35]([CH3:36])[CH3:37])=[O:34])=[CH:31][CH:30]=3)[S:27][CH:28]=2)[C:5]2[CH:6]=[C:7]([C:9]3[N:10]=[C:11]4[N:15]([CH:16]=3)[N:14]=[C:13]([O:17][CH3:18])[S:12]4)[O:8][C:4]=2[CH:3]=1.